From a dataset of Full USPTO retrosynthesis dataset with 1.9M reactions from patents (1976-2016). Predict the reactants needed to synthesize the given product. (1) Given the product [ClH:6].[CH3:7][N:8]([CH3:9])[CH2:10][C@@H:11]1[CH2:16][CH2:15][CH2:14][CH2:13][C@H:12]1[C:18]1[CH:19]=[N:20][CH:21]=[CH:22][CH:23]=1, predict the reactants needed to synthesize it. The reactants are: S(=O)(=O)(O)O.[ClH:6].[CH3:7][N:8]([CH2:10][CH:11]1[CH2:16][CH2:15][CH2:14][CH2:13][C:12]1([C:18]1[CH:19]=[N:20][CH:21]=[CH:22][CH:23]=1)O)[CH3:9].[OH-].[Na+]. (2) Given the product [Cl:35][C:2]([Cl:1])([Cl:36])[CH2:3][O:4][C:5](=[O:34])[NH:6][C:7]1[CH:12]=[CH:11][C:10]([S:13][C:14]2[CH:19]=[CH:18][C:17]([C:20](=[O:30])[N:21]([C:23]3[CH:28]=[CH:27][C:26]([F:29])=[CH:25][CH:24]=3)[CH3:22])=[CH:16][C:15]=2[NH2:31])=[CH:9][CH:8]=1, predict the reactants needed to synthesize it. The reactants are: [Cl:1][C:2]([Cl:36])([Cl:35])[CH2:3][O:4][C:5](=[O:34])[NH:6][C:7]1[CH:12]=[CH:11][C:10]([S:13][C:14]2[CH:19]=[CH:18][C:17]([C:20](=[O:30])[N:21]([C:23]3[CH:28]=[CH:27][C:26]([F:29])=[CH:25][CH:24]=3)[CH3:22])=[CH:16][C:15]=2[N+:31]([O-])=O)=[CH:9][CH:8]=1.[NH4+].[Cl-]. (3) Given the product [CH2:1]([N:4]1[C:8]([S:9][CH2:41][CH:42]2[CH2:46][CH2:45][CH2:44][CH2:43]2)=[N:7][N:6]=[C:5]1[CH2:10][NH:11][S:12]([C:15]1[CH:16]=[CH:17][C:18]([Cl:21])=[CH:19][CH:20]=1)(=[O:13])=[O:14])[CH:2]=[CH2:3], predict the reactants needed to synthesize it. The reactants are: [CH2:1]([N:4]1[C:8]([SH:9])=[N:7][N:6]=[C:5]1[CH2:10][NH:11][S:12]([C:15]1[CH:20]=[CH:19][C:18]([Cl:21])=[CH:17][CH:16]=1)(=[O:14])=[O:13])[CH:2]=[CH2:3].CC[NH+](CC)CC.CC[NH+](CC)CC.C([O-])([O-])=O.I[CH2:41][CH:42]1[CH2:46][CH2:45][CH2:44][CH2:43]1.